This data is from Experimentally validated miRNA-target interactions with 360,000+ pairs, plus equal number of negative samples. The task is: Binary Classification. Given a miRNA mature sequence and a target amino acid sequence, predict their likelihood of interaction. (1) The miRNA is hsa-miR-1302 with sequence UUGGGACAUACUUAUGCUAAA. The protein sequence of the target gene is MFRAPCHRLRARGTRKARAGAWRGCTFPCLGKGMERPAAREPHGPDALRRFQGLLLDRRGRLHGQVLRLREVARRLERLRRRSLVANVAGSSLSATGALAAIVGLSLSPVTLGTSLLVSAVGLGVATAGGAVTITSDLSLIFCNSRELRRVQEIAATCQDQMREILSCLEFFCRWQGCGDRQLLQCGRNASIALYNSVYFIVFFGSRGFLIPRRAEGDTKVSQAVLKAKIQKLAESLESCTGALDELSEQLESRVQLCTKSSRGHDLKISADQRAGLFF. Result: 1 (interaction). (2) The miRNA is hsa-miR-6793-5p with sequence UGUGGGUUCUGGGUUGGGGUGA. The protein sequence of the target gene is MTSRKKVLLKVIILGDSGVGKTSLMNQYVNKKFSNQYKATIGADFLTKEVMVDDRLVTMQIWDTAGQERFQSLGVAFYRGADCCVLVFDVTAPNTFKTLDSWRDEFLIQASPRDPENFPFVVLGNKIDLENRQVATKRAQAWCYSKNNIPYFETSAKEAINVEQAFQTIARNALKQETEVELYNEFPEPIKLDKNDRAKASAESCSC. Result: 1 (interaction). (3) The miRNA is hsa-miR-1277-5p with sequence AAAUAUAUAUAUAUAUGUACGUAU. The protein sequence of the target gene is MSEKSGQSTKAKDGKKYATLSLFNTYKGKSLETQKTTARHGLQSLGKVGISRRMPPPANLPSLKAENKGNDPNVNIVPKDGTGWASKQEQHEEEKTPEVPPAQPKPGVAAPPEVAPAPKSWASNKQGGQGDGIQVNSQFQQEFPSLQAAGDQEKKEKETNDDNYGPGPSLRPPNVACWRDGGKAAGSPSSSDQDEKLPGQDESTAGTSEQNDILKVVEKRIACGPPQAKLNGQQAALASQYRAMMPPYMFQQYPRMTYPPLHGPMRFPPSLSETNKGLRGRGPPPSWASEPERPSILSAS.... Result: 1 (interaction). (4) The miRNA is rno-miR-16-5p with sequence UAGCAGCACGUAAAUAUUGGCG. The protein sequence of the target gene is MAAPSVPTPLYGHVGRGAFRDVYEPAEDTFLLLDALEAAAAELAGVEICLEVGAGSGVVSAFLASMIGPRALYMCTDINPEAAACTLETARCNRVHVQPVITDLVHGLLPRLKGKVDLLVFNPPYVVTPPEEVGSRGIEAAWAGGRNGREVMDRFFPLAPELLSPRGLFYLVTVKENNPEEIFKTMKTRGLQGTTALCRQAGQEALSVLRFSKS. Result: 0 (no interaction). (5) The miRNA is hsa-miR-4732-3p with sequence GCCCUGACCUGUCCUGUUCUG. The protein sequence of the target gene is MKSNPAIQAAIDLTAGAAGGTACVLTGQPFDTMKVKMQTFPDLYRGLTDCCLKTYSQVGFRGFYKGTSPALIANIAENSVLFMCYGFCQQVVRKVAGLDKQAKLSDLQNAAAGSFASAFAALVLCPTELVKCRLQTMYEMETSGKIAKSQNTVWSVIKSILRKDGPLGFYHGLSSTLLREVPGYFFFFGGYELSRSFFASGRSKDELGPVPLMLSGGVGGICLWLAVYPVDCIKSRIQVLSMSGKQAGFIRTFINVVKNEGITALYSGLKPTMIRAFPANGALFLAYEYSRKLMMNQLEA.... Result: 0 (no interaction). (6) The miRNA is ath-miR396b-5p with sequence UUCCACAGCUUUCUUGAACUU. The protein sequence of the target gene is MKVSLGNGDMGVSAHLQPCKSGTTRFFTSNTHSSVVLQGFDQLRIEGLLCDVTLVPGDGEEIFPVHRAMMASASDYFKAMFTGGMKEKDLMCIKLHGVNKVGLKKIIDFIYTAKLSLNMDNLQDTLEAASFLQILPVLDFCKVFLISGVSLDNCVEVGRIANTYNLIEVDKYVNNFILKNFPALLNTGEFLKLPFERLAFVLSSNSLKHCSELELFKAACRWLRLEDPRMDYAAKLMKNIRFPLMTPQDLINYVQTVDFMRTDNTCVNLLLEASNYQMMPYMQPVMQSDRTAIRSDSTHL.... Result: 0 (no interaction).